From a dataset of Reaction yield outcomes from USPTO patents with 853,638 reactions. Predict the reaction yield, written as a fraction of the theoretical maximum amount of product (1.0 means a 100% yield; for example, 0.34 means a 34% yield). (1) The reactants are [CH:1]1([OH:10])[C:9]2[C:4](=[CH:5][CH:6]=[CH:7][CH:8]=2)[CH2:3][CH2:2]1.Cl[C:12]1[N:13]=[C:14]([OH:22])[C:15]2[CH:21]=[CH:20][N:19]=[CH:18][C:16]=2[N:17]=1. The yield is 0.0100. The product is [CH:1]1([O:10][C:12]2[N:13]=[C:14]([OH:22])[C:15]3[CH:21]=[CH:20][N:19]=[CH:18][C:16]=3[N:17]=2)[C:9]2[C:4](=[CH:5][CH:6]=[CH:7][CH:8]=2)[CH2:3][CH2:2]1. No catalyst specified. (2) The reactants are ON1C2C=CC=CC=2N=N1.Cl.C(N=C=NCCCN(C)C)C.C(N(CC)CC)C.[NH2:30][C:31]1[C:36]([OH:37])=[C:35]([F:38])[C:34]([C:39]2[CH:44]=[CH:43][CH:42]=[CH:41][CH:40]=2)=[C:33]([CH3:45])[C:32]=1[C:46]#[N:47].[CH2:48]([O:55][C:56]([N:58]([CH3:63])[CH2:59][C:60](O)=O)=[O:57])[C:49]1[CH:54]=[CH:53][CH:52]=[CH:51][CH:50]=1.C1(C)C=CC(S([O-])(=O)=O)=CC=1.[NH+]1C=CC=CC=1. The catalyst is C1(C)C(C)=CC=CC=1.C(#N)C. The product is [C:46]([C:32]1[C:31]2[N:30]=[C:60]([CH2:59][N:58]([CH3:63])[C:56](=[O:57])[O:55][CH2:48][C:49]3[CH:54]=[CH:53][CH:52]=[CH:51][CH:50]=3)[O:37][C:36]=2[C:35]([F:38])=[C:34]([C:39]2[CH:44]=[CH:43][CH:42]=[CH:41][CH:40]=2)[C:33]=1[CH3:45])#[N:47]. The yield is 0.460. (3) The reactants are [Cl:1][C:2]1[C:3]2[C@H:10]([CH3:11])[CH2:9][CH2:8][C:4]=2[N:5]=[CH:6][N:7]=1.C1C=C(Cl)C=C(C(OO)=[O:20])C=1.[O-]S([O-])(=S)=O.[Na+].[Na+].C([O-])([O-])=O.[Na+].[Na+]. The catalyst is C(Cl)(Cl)Cl.O. The product is [Cl:1][C:2]1[N:7]=[CH:6][N+:5]([O-:20])=[C:4]2[CH2:8][CH2:9][C@@H:10]([CH3:11])[C:3]=12. The yield is 0.530. (4) The reactants are Br[C:2]1[CH:7]=[CH:6][CH:5]=[CH:4][C:3]=1[S:8]([NH:11][C:12]([CH3:16])([CH3:15])[CH2:13][CH3:14])(=[O:10])=[O:9].[CH2:17]([Sn](CCCC)(CCCC)CCCC)[CH:18]=[CH2:19]. The catalyst is CN(C)C=O.C1C=CC([P]([Pd]([P](C2C=CC=CC=2)(C2C=CC=CC=2)C2C=CC=CC=2)([P](C2C=CC=CC=2)(C2C=CC=CC=2)C2C=CC=CC=2)[P](C2C=CC=CC=2)(C2C=CC=CC=2)C2C=CC=CC=2)(C2C=CC=CC=2)C2C=CC=CC=2)=CC=1. The product is [CH3:15][C:12]([NH:11][S:8]([C:3]1[CH:4]=[CH:5][CH:6]=[CH:7][C:2]=1[CH2:19][CH:18]=[CH2:17])(=[O:10])=[O:9])([CH3:16])[CH2:13][CH3:14]. The yield is 0.920. (5) The catalyst is C1(C)C=CC=CC=1.CO. The product is [CH2:1]([C@H:3]1[C@@H:7]([C:8]2[N:12]3[C:13]4[CH:19]=[CH:18][NH:17][C:14]=4[N:15]=[CH:16][C:11]3=[N:10][N:9]=2)[CH2:6][C@@H:5]([CH2:20][C:21]2[O:22][N:32]=[C:28]([CH2:29][O:30][CH3:31])[N:27]=2)[CH2:4]1)[CH3:2]. The yield is 0.560. The reactants are [CH2:1]([C@H:3]1[C@@H:7]([C:8]2[N:12]3[C:13]4[CH:19]=[CH:18][NH:17][C:14]=4[N:15]=[CH:16][C:11]3=[N:10][N:9]=2)[CH2:6][C@@H:5]([CH2:20][C:21](OCC)=[O:22])[CH2:4]1)[CH3:2].O/[N:27]=[C:28](\[NH2:32])/[CH2:29][O:30][CH3:31].C([O-])([O-])=O.[K+].[K+]. (6) The reactants are [NH2:1][C@H:2]([C:4]([NH:6][CH:7]1[N:13]=[C:12]([C:14]2[CH:19]=[CH:18][CH:17]=[CH:16][CH:15]=2)[C:11]2[CH:20]=[CH:21][CH:22]=[CH:23][C:10]=2[N:9]([CH3:24])[C:8]1=[O:25])=[O:5])[CH3:3].[Cl:26][CH2:27][C:28](Cl)=[O:29]. The catalyst is C(Cl)Cl. The product is [Cl:26][CH2:27][C:28]([NH:1][C@H:2]([C:4]([NH:6][CH:7]1[N:13]=[C:12]([C:14]2[CH:19]=[CH:18][CH:17]=[CH:16][CH:15]=2)[C:11]2[CH:20]=[CH:21][CH:22]=[CH:23][C:10]=2[N:9]([CH3:24])[C:8]1=[O:25])=[O:5])[CH3:3])=[O:29]. The yield is 0.980. (7) The reactants are Cl[C:2]1[C:11]2[C:6](=[CH:7][CH:8]=[CH:9][CH:10]=2)[N:5]([CH2:12][C:13]2[CH:18]=[CH:17][C:16]([F:19])=[CH:15][CH:14]=2)[C:4](=[O:20])[C:3]=1[C:21]#[N:22].[NH:23]1[CH2:28][CH2:27][NH:26][CH2:25][CH2:24]1. The catalyst is ClCCl. The product is [F:19][C:16]1[CH:17]=[CH:18][C:13]([CH2:12][N:5]2[C:6]3[C:11](=[CH:10][CH:9]=[CH:8][CH:7]=3)[C:2]([N:23]3[CH2:28][CH2:27][NH:26][CH2:25][CH2:24]3)=[C:3]([C:21]#[N:22])[C:4]2=[O:20])=[CH:14][CH:15]=1. The yield is 0.980.